From a dataset of Drug-target binding data from BindingDB using IC50 measurements. Regression. Given a target protein amino acid sequence and a drug SMILES string, predict the binding affinity score between them. We predict pIC50 (pIC50 = -log10(IC50 in M); higher means more potent). Dataset: bindingdb_ic50. (1) The target protein (Q75NA5) has sequence MSDSMLYQTLQTCLPKSRLITLWLAFTLAMLIQEPRRHAATVNAATAGGSMLGDVNISAILDSFSVSYDKRVRPNYGGPPVEVGVTMYVLSISSLSEVKMDFTLDFYFRQFWTDPRLAYRKRPGVETLSVGSEFIKNIWVPDTFFVNEKQSYFHIATTSNEFIRVHHSGSITRSIRLTITASCPMNLQYFPMDRQLCHIEIESFGYTMRDIRYKWNEGPNSVGVSSEVSLPQFKVLGHRQRAVEISLTTGNYSRLACEIQFVRSMGYYLIQIYIPSGLIVVISWVSFWLNRNATPARVALGVTTVLTMTTLMSSTNAALPKISYVKSIDVYLGTCFVMVFASLLEYATVGYMAKRIQMRKQRFMTIQKMAEQKKQQQLDGVQPPPNPNPNTMVDHGGHGHGHGHHSHGHPHVPKQTVSNRPIGFQTMQQQNIGGRGCSIVGPLFQEVRFKVHDPKAHSKGGTLENTVNGGRGGPPVGPHGPGPQGPPGGPPAGGGGGGAP.... The compound is CC1(O)c2cn(-c3c(Cl)cc(C(F)(F)F)cc3Cl)nc2CC1(F)F. The pIC50 is 7.0. (2) The drug is Cc1onc(-c2ccc3c(c2)OCO3)c1-c1ccc2[nH]ccc2c1. The target protein (P32897) has sequence MSWLFGDKTPTDDANAAVGGQDTTKPKELSLKQSLGFEPNINNIISGPGGMHVDTARLHPLAGLDKGVEYLDLEEEQLSSLEGSQGLIPSRGWTDDLCYGTGAVYLLGLGIGGFSGMMQGLQNIPPNSPGKLQLNTVLNHITKRGPFLGNNAGILALSYNIINSTIDALRGKHDTAGSIGAGALTGALFKSSKGLKPMGYSSAMVAAACAVWCSVKKRLLEK. The pIC50 is 5.0. (3) The target protein (P03470) has sequence MNPNQKIITIGSICMVVGIISLILQIGNIISIWISHSIQTGNQNHTGICNQGIITYNVVAGQDSTSVILTGNSSLCPIRGWAIHSKDNGIRIGSKGDVFVIREPFISCSHLECRTFFLTQGALLNDKHSNGTVKDRSPYRALMSCPVGEAPSPYNSRFESVAWSASACHDGMGWLTIGISGPDNGAVAVLKYNGIITETIKSWRKKILRTQESECTCVNGSCFTIMTDGPSNGLASYKIFKIEKGKVTKSIELNAPNSHYEECSCYPDTGKVMCVCRDNWHGSNRPWVSFDQNLDYQIGYICSGVFGDNPRPKDGPGSCGPVSADGANGVKGFSYRYGNGVWIGRTKSDSSRHGFEMIWDPNGWTETDSRFSVRQDVVAMTDRSGYSGSFVQHPELTGLDCMRPCFWVELIRGRPEEETIWTSGSIISFCGVNSDTVDWSWPDGAELPFTIDK. The small molecule is CC(=O)N[C@@H]1[C@@H](NC(=N)NC(=O)Cn2cc(C3CCCCC3)nn2)C=C(C(=O)O)O[C@H]1[C@H](O)[C@H](O)CO. The pIC50 is 8.6. (4) The drug is CCN(C/C=C/C#CC(C)(C)C)Cc1cccc(OC[Si](C)(C)c2ccc(C(=O)C(F)(F)F)cc2)c1. The target protein (Q14534) has sequence MWTFLGIATFTYFYKKFGDFITLANREVLLCVLVFLSLGLVLSYRCRHRNGGLLGRQQSGSQFALFSDILSGLPFIGFFWAKSPPESENKEQLEARRRRKGTNISETSLIGTAACTSTSSQNDPEVIIVGAGVLGSALAAVLSRDGRKVTVIERDLKEPDRIVGEFLQPGGYHVLKDLGLGDTVEGLDAQVVNGYMIHDQESKSEVQIPYPLSENNQVQSGRAFHHGRFIMSLRKAAMAEPNAKFIEGVVLQLLEEDDVVMGVQYKDKETGDIKELHAPLTVVADGLFSKFRKSLVSNKVSVSSHFVGFLMKNAPQFKANHAELILANPSPVLIYQISSSETRVLVDIRGEMPRNLREYMVEKIYPQIPDHLKEPFLEATDNSHLRSMPASFLPPSSVKKRGVLLLGDAYNMRHPLTGGGMTVAFKDIKLWRKLLKGIPDLYDDAAIFEAKKSFYWARKTSHSFVVNILAQALYELFSATDDSLHQLRKACFLYFKLGGE.... The pIC50 is 5.3. (5) The compound is CC[C@H](C)[C@H](NC(=O)[C@H](C)NC(=O)[C@@H](NC(=O)[C@@H](N)CCCCN)[C@@H](C)O)C(=O)N[C@@H](C)C(=O)N[C@@H](CCCCN)C(=O)N[C@@H](Cc1ccccc1)C(=O)N[C@@H](CCC(=O)O)C(=O)N[C@@H](CCCNC(=N)N)C(=O)N[C@@H](CC(C)C)C(=O)N[C@@H](CCC(N)=O)C(=O)N[C@H](C(=O)N[C@H](C(=O)N[C@H](C(=O)N[C@@H](CC(N)=O)C(=O)N[C@@H](Cc1ccc(O)cc1)C(=O)N[C@@H](Cc1ccccc1)C(=O)N[C@H](C(=O)N[C@H](C(=O)N[C@@H](CO)C(=O)N[C@@H](CCCCN)C(=O)O)[C@@H](C)O)[C@@H](C)CC)[C@@H](C)O)C(C)C)[C@@H](C)O. The target protein (P26818) has sequence MADLEAVLADVSYLMAMEKSKATPAARASKKIVLPEPSIRSVMQKYLEERHEITFDKIFNQRIGFLLFKDFCLNEINEAVPQVKFYEEIKEYEKLENEEDRLCRSRQIYDTYIMKELLSCSHPFSKQAVEHVQSHLSKKQVTSTLFQPYIEEICESLRGSIFQKFMESDKFTRFCQWKNVELNIHLTMNDFSVHRIIGRGGFGEVYGCRKADTGKMYAMKCLDKKRIKMKQGETLALNERIMLSLVSTGDCPFIVCMTYAFHTPDKLCFILDLMNGGDLHYHLSQHGVFSEKEMRFYATEIILGLEHMHNRFVVYRDLKPANILLDEHGHVRISDLGLACDFSKKKPHASVGTHGYMAPEVLQKGTAYDSSADWFSLGCMLFKLLRGHSPFRQHKTKDKHEIDRMTLTMNVELPDVFSPELKSLLEGLLQRDVSKRLGCHGGSAQELKTHDFFRGIDWQHVYLQKYPPPLIPPRGEVNAADAFDIGSFDEEDTKGIKLLD.... The pIC50 is 4.5. (6) The small molecule is Cc1cc(NS(=O)(=O)c2ccc(NC(=O)Cc3ccc(Cl)c(F)c3)cc2)no1. The target protein sequence is MENRLRDTSRVVRSHAAPLNEVTQEDLRVERLHGRKYMNPSKKHVMREEFSDKIEHIMHDPRPQEGVHSELPVSISPLLCELAAPRQRIHFNPPETVVGIVTCGGICPGLNDVIRSLTLTAVNAYRVKRVIGFRFGYWGLSKKGSHTAMELYRTSVTSIHRYGGTILGSSRGPQDPSEMVDTLERLGVNILFTVGGDGTQRGALKIAEEAKRRGVNLAVFGIPKTIDNDLSFSHRTFGFETAVDKAVEAVRAAYAEAISLNYGVGVVKLMGRDSGFIAAEAAVASAQANICLVPENPISEDIVMALIQRRFETSRSCVIIVAEGFGQDWEGGTGGHDASGNKKLTDIGVVLTKRIQAWLRKNKERYPSGTVKYIDPSYMIRACPPSANDALFCATLSTLAMHEAMAGATNCIIALRYNSYILVPIKVATSVRRVLDLRGQLWRQVREITVGLQDDVRAFKEAEVRRELEAISLVRERLIGQLSKL. The pIC50 is 6.2. (7) The small molecule is CC(C)(Nc1nc(NO)nc(Nc2ccc3ncsc3c2)n1)c1ccccc1. The target protein (P16092) has sequence MWGWKCLLFWAVLVTATLCTARPAPTLPEQAQPWGVPVEVESLLVHPGDLLQLRCRLRDDVQSINWLRDGVQLVESNRTRITGEEVEVRDSIPADSGLYACVTSSPSGSDTTYFSVNVSDALPSSEDDDDDDDSSSEEKETDNTKPNRRPVAPYWTSPEKMEKKLHAVPAAKTVKFKCPSSGTPNPTLRWLKNGKEFKPDHRIGGYKVRYATWSIIMDSVVPSDKGNYTCIVENEYGSINHTYQLDVVERSPHRPILQAGLPANKTVALGSNVEFMCKVYSDPQPHIQWLKHIEVNGSKIGPDNLPYVQILKTAGVNTTDKEMEVLHLRNVSFEDAGEYTCLAGNSIGLSHHSAWLTVLEALEERPAVMTSPLYLEIIIYCTGAFLISCMLGSVIIYKMKSGTKKSDFHSQMAVHKLAKSIPLRRQVTVSADSSASMNSGVLLVRPSRLSSSGTPMLAGVSEYELPEDPRWELPRDRLVLGKPLGEGCFGQVVLAEAIGL.... The pIC50 is 5.0.